This data is from Catalyst prediction with 721,799 reactions and 888 catalyst types from USPTO. The task is: Predict which catalyst facilitates the given reaction. (1) Reactant: [N:1]([CH:4]([C:6]1[N:7]=[C:8]2[S:23][CH:22]=[C:21]([CH3:24])[N:9]2[C:10](=[O:20])[C:11]=1[C:12]1[CH:17]=[C:16]([F:18])[CH:15]=[C:14]([Cl:19])[CH:13]=1)[CH3:5])=[N+]=[N-].CP(C)C. Product: [NH2:1][CH:4]([C:6]1[N:7]=[C:8]2[S:23][CH:22]=[C:21]([CH3:24])[N:9]2[C:10](=[O:20])[C:11]=1[C:12]1[CH:17]=[C:16]([F:18])[CH:15]=[C:14]([Cl:19])[CH:13]=1)[CH3:5]. The catalyst class is: 7. (2) Reactant: [C:1]1([C@@H:7]([NH:9][C:10]([C:12]2[NH:13][CH:14]=[CH:15][CH:16]=2)=[O:11])[CH3:8])[CH:6]=[CH:5][CH:4]=[CH:3][CH:2]=1.[Cl:17][C:18]1[N:26]=[CH:25][CH:24]=[CH:23][C:19]=1[C:20](Cl)=[O:21].[Sn](Cl)(Cl)(Cl)Cl. Product: [C:1]1([C@@H:7]([NH:9][C:10]([C:12]2[NH:13][C:14]([C:20]([C:19]3[C:18]([Cl:17])=[N:26][CH:25]=[CH:24][CH:23]=3)=[O:21])=[CH:15][CH:16]=2)=[O:11])[CH3:8])[CH:2]=[CH:3][CH:4]=[CH:5][CH:6]=1. The catalyst class is: 48. (3) Reactant: ClC1C=C(C=CC=1)C(OO)=O.[C:12]([O:16][C:17](=[O:29])[NH:18][CH2:19][C:20]1[CH:28]=[CH:27][C:23]2S[CH:25]=[CH:26][C:22]=2[CH:21]=1)([CH3:15])([CH3:14])[CH3:13].[S:30]([O-:34])([O-])(=[O:32])=S.[Na+].[Na+]. Product: [C:12]([O:16][C:17](=[O:29])[NH:18][CH2:19][C:20]1[CH:28]=[CH:27][C:23]2[S:30](=[O:34])(=[O:32])[CH:25]=[CH:26][C:22]=2[CH:21]=1)([CH3:15])([CH3:13])[CH3:14]. The catalyst class is: 4. (4) Reactant: [CH3:1][C:2]1[CH:10]=[CH:9][C:5]([C:6](O)=[O:7])=[CH:4][C:3]=1[C:11]1[CH:12]=[C:13]2[C:18](=[CH:19][CH:20]=1)[C:17]([N:21]1[CH2:26][CH2:25][O:24][CH2:23][CH2:22]1)=[N:16][N:15]=[CH:14]2.S(Cl)(Cl)=O.[O:31]1[CH:35]=[CH:34][C:33]([NH2:36])=[N:32]1.N1C=CC=CC=1. Product: [O:31]1[CH:35]=[CH:34][C:33]([NH:36][C:6](=[O:7])[C:5]2[CH:9]=[CH:10][C:2]([CH3:1])=[C:3]([C:11]3[CH:12]=[C:13]4[C:18](=[CH:19][CH:20]=3)[C:17]([N:21]3[CH2:26][CH2:25][O:24][CH2:23][CH2:22]3)=[N:16][N:15]=[CH:14]4)[CH:4]=2)=[N:32]1. The catalyst class is: 4. (5) Product: [Cl:38][C:21]1[C:22]([N:24]2[CH2:29][CH2:28][CH2:27][C@H:26]([NH:30][C:31](=[O:37])[O:32][C:33]([CH3:35])([CH3:34])[CH3:36])[CH2:25]2)=[N:23][C:18]([N:16]2[C:10]3[CH:9]=[C:8]([C:6]4[CH:5]=[N:4][CH:3]=[C:2]([CH3:1])[N:7]=4)[N:13]=[CH:12][C:11]=3[CH:14]=[N:15]2)=[CH:19][N:20]=1. Reactant: [CH3:1][C:2]1[N:7]=[C:6]([C:8]2[N:13]=[CH:12][C:11]3[CH:14]=[N:15][NH:16][C:10]=3[CH:9]=2)[CH:5]=[N:4][CH:3]=1.Br[C:18]1[N:23]=[C:22]([N:24]2[CH2:29][CH2:28][CH2:27][C@H:26]([NH:30][C:31](=[O:37])[O:32][C:33]([CH3:36])([CH3:35])[CH3:34])[CH2:25]2)[C:21]([Cl:38])=[N:20][CH:19]=1.CC1(C)C2C(=C(P(C3C=CC=CC=3)C3C=CC=CC=3)C=CC=2)OC2C(P(C3C=CC=CC=3)C3C=CC=CC=3)=CC=CC1=2.CC(C)([O-])C.[Na+]. The catalyst class is: 101. (6) Reactant: [C:1]([O:5][C:6]([NH:8][C@H:9]([CH:13]([CH3:15])[CH3:14])[C:10]([OH:12])=[O:11])=[O:7])([CH3:4])([CH3:3])[CH3:2].C1(N=C=NC2CCCCC2)CCCCC1.[CH2:31]([O:38][C@H:39]1[C@H:44]([O:45][CH2:46][C:47]2[CH:52]=[CH:51][CH:50]=[CH:49][CH:48]=2)[C@@H:43]([O:53][CH2:54][C:55]2[CH:60]=[CH:59][CH:58]=[CH:57][CH:56]=2)[C@H:42]([C:61]2[CH:66]=[CH:65][C:64]([CH2:67][CH3:68])=[C:63]([CH2:69][C:70]3[CH:79]=[CH:78][C:73]4[O:74][CH2:75][CH2:76][O:77][C:72]=4[CH:71]=3)[CH:62]=2)[O:41][C@@H:40]1[CH2:80]O)[C:32]1[CH:37]=[CH:36][CH:35]=[CH:34][CH:33]=1. Product: [CH2:31]([O:38][C@H:39]1[C@H:44]([O:45][CH2:46][C:47]2[CH:48]=[CH:49][CH:50]=[CH:51][CH:52]=2)[C@@H:43]([O:53][CH2:54][C:55]2[CH:60]=[CH:59][CH:58]=[CH:57][CH:56]=2)[C@H:42]([C:61]2[CH:66]=[CH:65][C:64]([CH2:67][CH3:68])=[C:63]([CH2:69][C:70]3[CH:79]=[CH:78][C:73]4[O:74][CH2:75][CH2:76][O:77][C:72]=4[CH:71]=3)[CH:62]=2)[O:41][C@@H:40]1[CH2:80][O:11][C:10](=[O:12])[C@H:9]([NH:8][C:6]([O:5][C:1]([CH3:4])([CH3:3])[CH3:2])=[O:7])[CH:13]([CH3:15])[CH3:14])[C:32]1[CH:37]=[CH:36][CH:35]=[CH:34][CH:33]=1. The catalyst class is: 239. (7) Reactant: [Li+].[F:2][C:3]1[C:11]([O:12][C:13]2[C:14]3[CH:21]=[C:20]([C:22]4[CH:30]=[CH:29][C:25]([C:26]([O-:28])=O)=[CH:24][CH:23]=4)[NH:19][C:15]=3[N:16]=[CH:17][N:18]=2)=[CH:10][CH:9]=[C:8]2[C:4]=1[CH:5]=[C:6]([CH3:31])[NH:7]2.[CH2:32]([N:34]1[CH2:39][CH2:38][NH:37][CH2:36][CH2:35]1)[CH3:33].C(OP(C#N)(=O)OCC)C. Product: [CH2:32]([N:34]1[CH2:39][CH2:38][N:37]([C:26]([C:25]2[CH:24]=[CH:23][C:22]([C:20]3[NH:19][C:15]4[N:16]=[CH:17][N:18]=[C:13]([O:12][C:11]5[C:3]([F:2])=[C:4]6[C:8](=[CH:9][CH:10]=5)[NH:7][C:6]([CH3:31])=[CH:5]6)[C:14]=4[CH:21]=3)=[CH:30][CH:29]=2)=[O:28])[CH2:36][CH2:35]1)[CH3:33]. The catalyst class is: 31.